The task is: Predict the product of the given reaction.. This data is from Forward reaction prediction with 1.9M reactions from USPTO patents (1976-2016). (1) Given the reactants [Cl:1][C:2]1[CH:3]=[C:4](/[C:12](=[N:16]\[O:17][CH:18]2[CH2:22][CH2:21][CH2:20][CH2:19]2)/[C:13]([OH:15])=O)[CH:5]=[CH:6][C:7]=1[S:8]([CH3:11])(=[O:10])=[O:9].[O:23]1[CH:27]=[CH:26][C:25]([NH2:28])=[N:24]1.C(N(CC)C(C)C)(C)C, predict the reaction product. The product is: [Cl:1][C:2]1[CH:3]=[C:4](/[C:12](=[N:16]\[O:17][CH:18]2[CH2:22][CH2:21][CH2:20][CH2:19]2)/[C:13]([NH:28][C:25]2[CH:26]=[CH:27][O:23][N:24]=2)=[O:15])[CH:5]=[CH:6][C:7]=1[S:8]([CH3:11])(=[O:9])=[O:10]. (2) Given the reactants [CH3:1][O:2][C:3]1[CH:8]=[CH:7][C:6]([CH2:9][N:10]2[C:19]3[C:14](=[CH:15][C:16]([C:20]4[CH:25]=[CH:24][C:23]([C:26]([F:29])([F:28])[F:27])=[CH:22][CH:21]=4)=[CH:17][CH:18]=3)[CH2:13][NH:12][C:11]2=[O:30])=[CH:5][CH:4]=1.[H-].[Na+].[CH3:33]I, predict the reaction product. The product is: [CH3:33][N:12]1[CH2:13][C:14]2[C:19](=[CH:18][CH:17]=[C:16]([C:20]3[CH:25]=[CH:24][C:23]([C:26]([F:29])([F:27])[F:28])=[CH:22][CH:21]=3)[CH:15]=2)[N:10]([CH2:9][C:6]2[CH:7]=[CH:8][C:3]([O:2][CH3:1])=[CH:4][CH:5]=2)[C:11]1=[O:30]. (3) Given the reactants [CH3:1][O:2][C:3](=[O:33])[C@H:4]([CH2:18][C:19]1[CH:24]=[CH:23][C:22]([C:25]2[CH:30]=[CH:29][CH:28]=[CH:27][C:26]=2[O:31][CH3:32])=[CH:21][CH:20]=1)[NH:5][C:6](=[O:17])[C:7]1[CH:12]=[CH:11][C:10]([N+:13]([O-])=O)=[CH:9][C:8]=1[Cl:16], predict the reaction product. The product is: [CH3:1][O:2][C:3](=[O:33])[C@H:4]([CH2:18][C:19]1[CH:24]=[CH:23][C:22]([C:25]2[CH:30]=[CH:29][CH:28]=[CH:27][C:26]=2[O:31][CH3:32])=[CH:21][CH:20]=1)[NH:5][C:6](=[O:17])[C:7]1[CH:12]=[CH:11][C:10]([NH2:13])=[CH:9][C:8]=1[Cl:16]. (4) The product is: [F:1][C:2]1[N:7]2[CH:8]=[C:9]([CH2:11][OH:12])[N:10]=[C:6]2[CH:5]=[CH:4][CH:3]=1. Given the reactants [F:1][C:2]1[N:7]2[CH:8]=[C:9]([CH:11]=[O:12])[N:10]=[C:6]2[CH:5]=[CH:4][CH:3]=1.[BH4-].[Na+], predict the reaction product. (5) Given the reactants [NH2:1][C:2]1[CH:7]=[CH:6][C:5]([CH2:8][C:9]([O:11][CH2:12][CH3:13])=[O:10])=[CH:4][CH:3]=1.[CH3:14][C:15]1[C:19](/[CH:20]=[CH:21]/[C:22](O)=[O:23])=[C:18]([C:25]2[CH:30]=[CH:29][CH:28]=[CH:27][CH:26]=2)[O:17][N:16]=1.O.ON1C2C=CC=CC=2N=N1.Cl.C(N=C=NCCCN(C)C)C, predict the reaction product. The product is: [CH2:12]([O:11][C:9]([CH2:8][C:5]1[CH:4]=[CH:3][C:2]([NH:1][C:22](=[O:23])/[CH:21]=[CH:20]/[C:19]2[C:15]([CH3:14])=[N:16][O:17][C:18]=2[C:25]2[CH:26]=[CH:27][CH:28]=[CH:29][CH:30]=2)=[CH:7][CH:6]=1)=[O:10])[CH3:13].